Dataset: Full USPTO retrosynthesis dataset with 1.9M reactions from patents (1976-2016). Task: Predict the reactants needed to synthesize the given product. (1) The reactants are: [Cl:1][C:2]1[N:3]=[C:4]([N:22]2[CH2:27][CH2:26][O:25][CH2:24][CH2:23]2)[C:5]2[S:10][C:9]([CH2:11][N:12]3[CH2:21][CH2:20][C:15]4(OCC[O:16]4)[CH2:14][CH2:13]3)=[CH:8][C:6]=2[N:7]=1.Cl.[OH-].[Na+].CCOC(C)=O. Given the product [Cl:1][C:2]1[N:3]=[C:4]([N:22]2[CH2:23][CH2:24][O:25][CH2:26][CH2:27]2)[C:5]2[S:10][C:9]([CH2:11][N:12]3[CH2:13][CH2:14][C:15](=[O:16])[CH2:20][CH2:21]3)=[CH:8][C:6]=2[N:7]=1, predict the reactants needed to synthesize it. (2) The reactants are: [C:1]([NH:9][C:10]1[C:19]2[C:14](=[CH:15][CH:16]=[CH:17][CH:18]=2)[C:13]([S:20](Cl)(=[O:22])=[O:21])=[CH:12][CH:11]=1)(=[O:8])[C:2]1[CH:7]=[CH:6][CH:5]=[CH:4][CH:3]=1.[NH2:24][CH:25]1[CH2:30][CH2:29][N:28](CC2C=CC=CC=2)[CH2:27][CH:26]1[CH3:38].[C:39](OC(N1CCC(N)CC1)=O)(C)(C)C.Cl[C:54]([O:56][CH:57]([CH3:59])[CH3:58])=[O:55].N(C(C)C)=C=O. Given the product [CH:57]([O:56][C:54]([N:28]1[CH2:29][CH2:30][C@@H:25]([NH:24][S:20]([C:13]2[C:14]3[C:19](=[CH:18][CH:17]=[CH:16][CH:15]=3)[C:10]([NH:9][C:1](=[O:8])[C:2]3[CH:7]=[CH:6][CH:5]=[CH:4][C:3]=3[CH3:39])=[CH:11][CH:12]=2)(=[O:22])=[O:21])[C@H:26]([CH3:38])[CH2:27]1)=[O:55])([CH3:59])[CH3:58], predict the reactants needed to synthesize it. (3) The reactants are: F[C:2]1[CH:7]=[CH:6][CH:5]=[CH:4][C:3]=1[N+:8]([O-:10])=[O:9].[SH:11][C:12]1[CH:21]=[CH:20][CH:19]=[CH:18][C:13]=1[C:14]([O:16][CH3:17])=[O:15].C([O-])([O-])=O.[Cs+].[Cs+]. Given the product [CH3:17][O:16][C:14](=[O:15])[C:13]1[CH:18]=[CH:19][CH:20]=[CH:21][C:12]=1[S:11][C:2]1[CH:7]=[CH:6][CH:5]=[CH:4][C:3]=1[N+:8]([O-:10])=[O:9], predict the reactants needed to synthesize it. (4) The reactants are: C(O[C:6]([N:8]1[CH2:13][CH2:12][CH:11]([C:14]2[C:23]3[C:18](=[CH:19][C:20]([O:24][CH2:25][CH2:26][CH2:27][O:28][S:29]([CH3:32])(=[O:31])=[O:30])=[CH:21][CH:22]=3)[N:17]=[CH:16][N:15]=2)[CH2:10][CH2:9]1)=[O:7])(C)(C)C.Cl.CO.[N+](C1C=CC(OC(=O)[NH:47][C:48]2[CH:53]=[CH:52][C:51]([O:54][CH:55]([CH3:57])[CH3:56])=[CH:50][CH:49]=2)=CC=1)([O-])=O. Given the product [CH:55]([O:54][C:51]1[CH:52]=[CH:53][C:48]([NH:47][C:6]([N:8]2[CH2:13][CH2:12][CH:11]([C:14]3[C:23]4[C:18](=[CH:19][C:20]([O:24][CH2:25][CH2:26][CH2:27][O:28][S:29]([CH3:32])(=[O:31])=[O:30])=[CH:21][CH:22]=4)[N:17]=[CH:16][N:15]=3)[CH2:10][CH2:9]2)=[O:7])=[CH:49][CH:50]=1)([CH3:57])[CH3:56], predict the reactants needed to synthesize it. (5) Given the product [CH3:1][N:2]1[C:3]2[CH:4]=[C:5]([C:10]3[S:14][C:13]([N:15]([C:37]([O:39][C:40]([CH3:43])([CH3:42])[CH3:41])=[O:38])[CH2:16][C@@H:17]([NH:29][C:30](=[O:36])[O:31][C:32]([CH3:35])([CH3:34])[CH3:33])[CH2:18][C:19]4[CH:20]=[CH:21][C:22]([C:25]([F:26])([F:27])[F:28])=[CH:23][CH:24]=4)=[N:12][N:11]=3)[CH:6]=[CH:7][C:8]=2[NH:9][C:44]1=[O:45], predict the reactants needed to synthesize it. The reactants are: [CH3:1][NH:2][C:3]1[CH:4]=[C:5]([C:10]2[S:14][C:13]([N:15]([C:37]([O:39][C:40]([CH3:43])([CH3:42])[CH3:41])=[O:38])[CH2:16][C@@H:17]([NH:29][C:30](=[O:36])[O:31][C:32]([CH3:35])([CH3:34])[CH3:33])[CH2:18][C:19]3[CH:24]=[CH:23][C:22]([C:25]([F:28])([F:27])[F:26])=[CH:21][CH:20]=3)=[N:12][N:11]=2)[CH:6]=[CH:7][C:8]=1[NH2:9].[C:44](N1C=CN=C1)(N1C=CN=C1)=[O:45]. (6) Given the product [NH2:29][C:26]1[CH:25]=[CH:24][C:23]([C:4]2[CH:3]=[C:2]([Cl:1])[C:7]([C:8]#[N:9])=[C:6]([C:10]3[CH:15]=[CH:14][C:13]([O:16][C:17]4[CH:18]=[CH:19][CH:20]=[CH:21][CH:22]=4)=[CH:12][CH:11]=3)[N:5]=2)=[CH:28][CH:27]=1, predict the reactants needed to synthesize it. The reactants are: [Cl:1][C:2]1[C:7]([C:8]#[N:9])=[C:6]([C:10]2[CH:15]=[CH:14][C:13]([O:16][C:17]3[CH:22]=[CH:21][CH:20]=[CH:19][CH:18]=3)=[CH:12][CH:11]=2)[N:5]=[C:4]([C:23]2[CH:28]=[CH:27][C:26]([N+:29]([O-])=O)=[CH:25][CH:24]=2)[CH:3]=1.[Cl-].[NH4+].C1COCC1. (7) Given the product [Br:15][CH2:12][CH2:11][CH2:10][CH2:9][CH2:8][CH2:7][CH2:6][CH2:5][CH2:4][CH2:3][CH2:2][C:1]([OH:13])=[O:14], predict the reactants needed to synthesize it. The reactants are: [C:1]1(=[O:14])[O:13][CH2:12][CH2:11][CH2:10][CH2:9][CH2:8][CH2:7][CH2:6][CH2:5][CH2:4][CH2:3][CH2:2]1.[BrH:15].